Dataset: Forward reaction prediction with 1.9M reactions from USPTO patents (1976-2016). Task: Predict the product of the given reaction. (1) Given the reactants C([O:8][C:9]1[C:10]([CH3:23])=[C:11]([CH3:22])[C:12]([N:16]2[CH2:21][CH2:20][O:19][CH2:18][CH2:17]2)=[N:13][C:14]=1[CH3:15])C1C=CC=CC=1, predict the reaction product. The product is: [CH3:15][C:14]1[C:9]([OH:8])=[C:10]([CH3:23])[C:11]([CH3:22])=[C:12]([N:16]2[CH2:17][CH2:18][O:19][CH2:20][CH2:21]2)[N:13]=1. (2) Given the reactants C([O:3][C:4]([C@@H:6]1[CH2:11][C@H:10]([C:12]2[CH:17]=[CH:16][C:15]([O:18][CH3:19])=[CH:14][CH:13]=2)[C@@H:9]([O:20][CH2:21][C:22]2[CH:23]=[CH:24][C:25]3[O:30][CH2:29][CH2:28][N:27]([CH2:31][CH2:32][CH2:33][O:34][CH3:35])[C:26]=3[CH:36]=2)[CH2:8][NH:7]1)=[O:5])C.[OH-].[Li+].C(=O)([O-])[O-].[Na+].[Na+].Cl[C:46]([O:48][CH2:49][C:50]1[CH:55]=[CH:54][CH:53]=[CH:52][CH:51]=1)=[O:47], predict the reaction product. The product is: [CH2:49]([O:48][C:46]([N:7]1[CH2:8][C@H:9]([O:20][CH2:21][C:22]2[CH:23]=[CH:24][C:25]3[O:30][CH2:29][CH2:28][N:27]([CH2:31][CH2:32][CH2:33][O:34][CH3:35])[C:26]=3[CH:36]=2)[C@@H:10]([C:12]2[CH:17]=[CH:16][C:15]([O:18][CH3:19])=[CH:14][CH:13]=2)[CH2:11][C@H:6]1[C:4]([OH:3])=[O:5])=[O:47])[C:50]1[CH:55]=[CH:54][CH:53]=[CH:52][CH:51]=1. (3) Given the reactants [C:1]12([CH2:11][NH:12][C:13](=O)[CH2:14][S:15][C:16]3[CH:21]=[CH:20][CH:19]=[CH:18][CH:17]=3)[CH2:10][CH:5]3[CH2:6][CH:7]([CH2:9][CH:3]([CH2:4]3)[CH2:2]1)[CH2:8]2.[H-].[H-].[H-].[H-].[Li+].[Al+3].O.[OH-].[Na+], predict the reaction product. The product is: [C:1]12([CH2:11][NH:12][CH2:13][CH2:14][S:15][C:16]3[CH:17]=[CH:18][CH:19]=[CH:20][CH:21]=3)[CH2:8][CH:7]3[CH2:6][CH:5]([CH2:4][CH:3]([CH2:9]3)[CH2:2]1)[CH2:10]2. (4) Given the reactants C(C1N=C(N2CCC(F)(F)C2)C2N=NN(CC)C=2N=1)(C)(C)C.[C:23]([C:27]1[N:28]=[C:29]([N:36]2[CH2:42][C:38]3([CH2:41][O:40][CH2:39]3)[CH2:37]2)[C:30]2[N:35]=[N:34][NH:33][C:31]=2[N:32]=1)([CH3:26])([CH3:25])[CH3:24].[Cl:43][C:44]1[C:45]([CH2:50]Cl)=[N:46][CH:47]=[CH:48][CH:49]=1, predict the reaction product. The product is: [C:23]([C:27]1[N:28]=[C:29]([N:36]2[CH2:37][C:38]3([CH2:39][O:40][CH2:41]3)[CH2:42]2)[C:30]2[N:35]=[N:34][N:33]([CH2:50][C:45]3[C:44]([Cl:43])=[CH:49][CH:48]=[CH:47][N:46]=3)[C:31]=2[N:32]=1)([CH3:26])([CH3:24])[CH3:25]. (5) Given the reactants [F:1][C:2]1[CH:3]=[N:4][CH:5]=[CH:6][C:7]=1[CH2:8]O.P(Br)(Br)[Br:11].O, predict the reaction product. The product is: [Br:11][CH2:8][C:7]1[CH:6]=[CH:5][N:4]=[CH:3][C:2]=1[F:1].